Dataset: Reaction yield outcomes from USPTO patents with 853,638 reactions. Task: Predict the reaction yield, written as a fraction of the theoretical maximum amount of product (1.0 means a 100% yield; for example, 0.34 means a 34% yield). (1) The catalyst is O.CN(C=O)C. The reactants are [F:1][C:2]1[CH:10]=[C:9]2[C:5]([C:6]([C:12]3[N:13]=[C:14]4[C:20]([C:21]([OH:23])=O)=[CH:19][N:18]([CH2:24][O:25][CH2:26][CH2:27][Si:28]([CH3:31])([CH3:30])[CH3:29])[C:15]4=[N:16][CH:17]=3)=[N:7][N:8]2[CH3:11])=[CH:4][CH:3]=1.Cl.[F:33][C:34]([CH3:39])([CH3:38])[C@H:35]([NH2:37])[CH3:36].C(N(CC)C(C)C)(C)C.CN(C(ON1N=NC2C=CC=NC1=2)=[N+](C)C)C.F[P-](F)(F)(F)(F)F. The yield is 0.660. The product is [F:33][C:34]([CH3:39])([CH3:38])[C@H:35]([NH:37][C:21]([C:20]1[C:14]2[C:15](=[N:16][CH:17]=[C:12]([C:6]3[C:5]4[C:9](=[CH:10][C:2]([F:1])=[CH:3][CH:4]=4)[N:8]([CH3:11])[N:7]=3)[N:13]=2)[N:18]([CH2:24][O:25][CH2:26][CH2:27][Si:28]([CH3:30])([CH3:29])[CH3:31])[CH:19]=1)=[O:23])[CH3:36]. (2) The reactants are S(Cl)([Cl:3])=O.[OH:5][C@H:6]1[CH2:10][NH:9][C@@H:8]([C:11]([OH:13])=[O:12])[CH2:7]1.[CH3:14]O. No catalyst specified. The product is [ClH:3].[CH3:14][O:12][C:11]([C@H:8]1[CH2:7][C@@H:6]([OH:5])[CH2:10][NH:9]1)=[O:13]. The yield is 0.820. (3) The reactants are [NH2:1][C:2]1[CH:15]=[CH:14][C:13]2[S:12][C:11]3[C:6](=[CH:7][CH:8]=[CH:9][CH:10]=3)[C:5](=[O:16])[C:4]=2[CH:3]=1.[C:17]1(=[O:24])[O:23][C:21](=[O:22])[CH2:20][CH2:19][CH2:18]1. The catalyst is CN(C=O)C. The product is [O:16]=[C:5]1[C:4]2[CH:3]=[C:2]([NH:1][C:17]([CH2:18][CH2:19][CH2:20][C:21]([OH:23])=[O:22])=[O:24])[CH:15]=[CH:14][C:13]=2[S:12][C:11]2[C:6]1=[CH:7][CH:8]=[CH:9][CH:10]=2. The yield is 0.716. (4) The reactants are OS(O)(=O)=O.[CH2:6]([CH:9]1[CH2:14][CH2:13][CH:12]([CH2:15][OH:16])[CH2:11][CH2:10]1)[C:7]#[CH:8].C([OH:20])(C)C.O. The catalyst is CC(C)=O.CCOCC.[O-2].[O-2].[O-2].[Cr+6]. The product is [CH2:6]([CH:9]1[CH2:14][CH2:13][CH:12]([C:15]([OH:20])=[O:16])[CH2:11][CH2:10]1)[C:7]#[CH:8]. The yield is 0.730. (5) The reactants are [CH3:1][C:2]1([CH3:32])[CH2:7][C:6](=[O:8])[CH2:5][C:4]([CH3:10])([CH3:9])[P:3]1[C:11]1[CH:16]=[CH:15][CH:14]=[CH:13][C:12]=1[C:17]1[C:22]([CH:23]([CH3:25])[CH3:24])=[CH:21][C:20]([CH:26]([CH3:28])[CH3:27])=[CH:19][C:18]=1[CH:29]([CH3:31])[CH3:30].[OH:33][CH2:34][C:35]([CH3:39])([CH2:37]O)[CH3:36].O.C1(C)C=CC(S(O)(=O)=O)=CC=1. No catalyst specified. The product is [CH3:36][C:35]1([CH3:39])[CH2:34][O:33][C:6]2([CH2:7][C:2]([CH3:1])([CH3:32])[P:3]([C:11]3[CH:16]=[CH:15][CH:14]=[CH:13][C:12]=3[C:17]3[C:22]([CH:23]([CH3:24])[CH3:25])=[CH:21][C:20]([CH:26]([CH3:28])[CH3:27])=[CH:19][C:18]=3[CH:29]([CH3:31])[CH3:30])[C:4]([CH3:9])([CH3:10])[CH2:5]2)[O:8][CH2:37]1. The yield is 0.880. (6) The product is [ClH:30].[Cl:30][C:24]1[CH:25]=[C:26]([F:29])[CH:27]=[CH:28][C:23]=1[C:22]([NH:21][C:17]1[CH:18]=[CH:19][CH:20]=[C:15]([NH:14][C@@H:11]2[CH2:12][CH2:13][NH:8][C@H:9]([CH3:32])[CH2:10]2)[CH:16]=1)=[O:31]. The yield is 0.390. The catalyst is C1(C)C=CC=CC=1.CO. The reactants are C(OC([N:8]1[CH2:13][CH2:12][C@@H:11]([NH:14][C:15]2[CH:20]=[CH:19][CH:18]=[C:17]([NH:21][C:22](=[O:31])[C:23]3[CH:28]=[CH:27][C:26]([F:29])=[CH:25][C:24]=3[Cl:30])[CH:16]=2)[CH2:10][C@H:9]1[CH3:32])=O)(C)(C)C.C1(C)C=CC(S(Cl)(=O)=O)=CC=1.[Cl-].[NH4+]. (7) The reactants are Br[C:2]1[CH:3]=[CH:4][C:5]2[N:9]=[C:8]([CH3:10])[N:7]([C:11]3[N:16]=[CH:15][N:14]=[C:13]([NH2:17])[N:12]=3)[C:6]=2[CH:18]=1.C1(P(C2C=CC=CC=2)CCCP(C2C=CC=CC=2)C2C=CC=CC=2)C=CC=CC=1.C([O-])([O-])=O.[K+].[K+].[C:54]([Si:58]([O:61][CH2:62][C:63]([CH3:67])([CH3:66])[C:64]#[CH:65])([CH3:60])[CH3:59])([CH3:57])([CH3:56])[CH3:55]. The catalyst is CN(C)C=O.CC([O-])=O.CC([O-])=O.[Pd+2].[Cu]I. The product is [C:54]([Si:58]([CH3:59])([CH3:60])[O:61][CH2:62][C:63]([CH3:67])([CH3:66])[C:64]#[C:65][C:2]1[CH:3]=[CH:4][C:5]2[N:9]=[C:8]([CH3:10])[N:7]([C:11]3[N:16]=[CH:15][N:14]=[C:13]([NH2:17])[N:12]=3)[C:6]=2[CH:18]=1)([CH3:56])([CH3:57])[CH3:55]. The yield is 0.660.